From a dataset of Forward reaction prediction with 1.9M reactions from USPTO patents (1976-2016). Predict the product of the given reaction. Given the reactants C(Cl)(=O)C(Cl)=O.CS(C)=O.[Cl:11][C:12]1[CH:17]=[CH:16][N:15]=[C:14]([CH:18]([CH:20]2[CH2:22][CH2:21]2)[OH:19])[C:13]=1[O:23][CH3:24].C(N(CC)CC)C, predict the reaction product. The product is: [Cl:11][C:12]1[CH:17]=[CH:16][N:15]=[C:14]([C:18]([CH:20]2[CH2:22][CH2:21]2)=[O:19])[C:13]=1[O:23][CH3:24].